The task is: Regression. Given two drug SMILES strings and cell line genomic features, predict the synergy score measuring deviation from expected non-interaction effect.. This data is from NCI-60 drug combinations with 297,098 pairs across 59 cell lines. (1) Drug 1: CN(C)N=NC1=C(NC=N1)C(=O)N. Drug 2: C1=NC2=C(N1)C(=S)N=C(N2)N. Cell line: SF-268. Synergy scores: CSS=33.0, Synergy_ZIP=-9.20, Synergy_Bliss=-2.15, Synergy_Loewe=-37.7, Synergy_HSA=-2.10. (2) Drug 1: CC1=C(C=C(C=C1)NC2=NC=CC(=N2)N(C)C3=CC4=NN(C(=C4C=C3)C)C)S(=O)(=O)N.Cl. Cell line: UACC-257. Synergy scores: CSS=17.4, Synergy_ZIP=0.766, Synergy_Bliss=5.08, Synergy_Loewe=4.19, Synergy_HSA=4.38. Drug 2: C1CC(C1)(C(=O)O)C(=O)O.[NH2-].[NH2-].[Pt+2]. (3) Drug 1: C1CN1C2=NC(=NC(=N2)N3CC3)N4CC4. Drug 2: C1CCC(CC1)NC(=O)N(CCCl)N=O. Cell line: KM12. Synergy scores: CSS=19.8, Synergy_ZIP=-12.5, Synergy_Bliss=-4.10, Synergy_Loewe=-8.83, Synergy_HSA=-2.85. (4) Drug 1: C1=CC(=CC=C1CCC2=CNC3=C2C(=O)NC(=N3)N)C(=O)NC(CCC(=O)O)C(=O)O. Drug 2: CC1=C(C(=CC=C1)Cl)NC(=O)C2=CN=C(S2)NC3=CC(=NC(=N3)C)N4CCN(CC4)CCO. Cell line: HL-60(TB). Synergy scores: CSS=45.6, Synergy_ZIP=4.44, Synergy_Bliss=3.34, Synergy_Loewe=-2.66, Synergy_HSA=1.76. (5) Drug 1: CC(CN1CC(=O)NC(=O)C1)N2CC(=O)NC(=O)C2. Drug 2: CC(C)CN1C=NC2=C1C3=CC=CC=C3N=C2N. Cell line: IGROV1. Synergy scores: CSS=13.7, Synergy_ZIP=-4.54, Synergy_Bliss=-5.04, Synergy_Loewe=-5.42, Synergy_HSA=-5.35. (6) Drug 1: C1C(C(OC1N2C=C(C(=O)NC2=O)F)CO)O. Drug 2: C1=CC=C(C(=C1)C(C2=CC=C(C=C2)Cl)C(Cl)Cl)Cl. Cell line: MOLT-4. Synergy scores: CSS=55.3, Synergy_ZIP=0.436, Synergy_Bliss=0.0640, Synergy_Loewe=-54.5, Synergy_HSA=-2.52. (7) Drug 1: C1=NC2=C(N=C(N=C2N1C3C(C(C(O3)CO)O)O)F)N. Drug 2: C1CC(=O)NC(=O)C1N2C(=O)C3=CC=CC=C3C2=O. Cell line: SK-MEL-28. Synergy scores: CSS=10.3, Synergy_ZIP=-1.99, Synergy_Bliss=-0.528, Synergy_Loewe=-7.37, Synergy_HSA=-2.22. (8) Drug 1: C1CN1P(=S)(N2CC2)N3CC3. Drug 2: C1CC(=O)NC(=O)C1N2C(=O)C3=CC=CC=C3C2=O. Cell line: EKVX. Synergy scores: CSS=1.33, Synergy_ZIP=-1.89, Synergy_Bliss=-1.85, Synergy_Loewe=-4.05, Synergy_HSA=-2.28. (9) Drug 1: COC1=CC(=CC(=C1O)OC)C2C3C(COC3=O)C(C4=CC5=C(C=C24)OCO5)OC6C(C(C7C(O6)COC(O7)C8=CC=CS8)O)O. Drug 2: C1=CC(=CC=C1CCCC(=O)O)N(CCCl)CCCl. Cell line: SK-MEL-2. Synergy scores: CSS=47.4, Synergy_ZIP=0.264, Synergy_Bliss=0.898, Synergy_Loewe=-27.3, Synergy_HSA=2.93.